Dataset: Reaction yield outcomes from USPTO patents with 853,638 reactions. Task: Predict the reaction yield, written as a fraction of the theoretical maximum amount of product (1.0 means a 100% yield; for example, 0.34 means a 34% yield). (1) The yield is 0.660. No catalyst specified. The product is [Cl:13][C:14]1[C:15]([F:25])=[CH:16][C:17]([F:24])=[C:18]([S:20]([NH:1][C:2]2[CH:11]=[CH:10][C:5]([C:6]([O:8][CH3:9])=[O:7])=[C:4]([OH:12])[CH:3]=2)(=[O:22])=[O:21])[CH:19]=1. The reactants are [NH2:1][C:2]1[CH:3]=[C:4]([OH:12])[C:5](=[CH:10][CH:11]=1)[C:6]([O:8][CH3:9])=[O:7].[Cl:13][C:14]1[C:15]([F:25])=[CH:16][C:17]([F:24])=[C:18]([S:20](Cl)(=[O:22])=[O:21])[CH:19]=1. (2) The reactants are [NH2:1][CH2:2][C@@H:3]([OH:14])[CH2:4][N:5]1[CH2:13][C:12]2[C:7](=[CH:8][CH:9]=[CH:10][CH:11]=2)[CH2:6]1.[N:15]1[C:24]2[C:19](=[CH:20][CH:21]=[CH:22][C:23]=2[O:25][CH2:26][C:27](OCC)=[O:28])[CH:18]=[CH:17][CH:16]=1. The catalyst is CCO. The product is [OH:14][C@@H:3]([CH2:4][N:5]1[CH2:13][C:12]2[C:7](=[CH:8][CH:9]=[CH:10][CH:11]=2)[CH2:6]1)[CH2:2][NH:1][C:27](=[O:28])[CH2:26][O:25][C:23]1[CH:22]=[CH:21][CH:20]=[C:19]2[C:24]=1[N:15]=[CH:16][CH:17]=[CH:18]2. The yield is 0.510. (3) The reactants are [H-].[H-].[H-].[H-].[Li+].[Al+3].[CH2:7]([O:14][CH2:15][C:16]([NH:18][C:19]1[CH:24]=[CH:23][C:22]([F:25])=[CH:21][CH:20]=1)=O)[C:8]1[CH:13]=[CH:12][CH:11]=[CH:10][CH:9]=1.C(Cl)Cl.[OH-].[Na+]. The catalyst is C(OCC)C. The product is [CH2:7]([O:14][CH2:15][CH2:16][NH:18][C:19]1[CH:24]=[CH:23][C:22]([F:25])=[CH:21][CH:20]=1)[C:8]1[CH:9]=[CH:10][CH:11]=[CH:12][CH:13]=1. The yield is 0.840. (4) The reactants are [CH3:1][S:2]([CH2:5][C:6]1[N:11]=[CH:10][C:9]([O:12][C:13]2[CH:19]=[CH:18][C:16]([NH2:17])=[C:15]([O:20][CH:21]3[CH2:26][CH2:25][O:24][CH2:23][CH2:22]3)[CH:14]=2)=[CH:8][CH:7]=1)(=[O:4])=[O:3].[N:27]([O-])=O.[Na+].[CH3:31][CH:32](C(C)=O)[C:33]([O:35][CH2:36][CH3:37])=[O:34].[OH-].[K+]. The catalyst is Cl.C(#N)C.O.C(O)C.CCCCCC.C(OCC)(=O)C. The product is [CH3:1][S:2]([CH2:5][C:6]1[N:11]=[CH:10][C:9]([O:12][C:13]2[CH:19]=[CH:18][C:16]([NH:17]/[N:27]=[C:32](\[CH3:31])/[C:33]([O:35][CH2:36][CH3:37])=[O:34])=[C:15]([O:20][CH:21]3[CH2:26][CH2:25][O:24][CH2:23][CH2:22]3)[CH:14]=2)=[CH:8][CH:7]=1)(=[O:3])=[O:4]. The yield is 0.990. (5) The reactants are [C:1]([C:5]1[CH:6]=[C:7]([CH:11]=[C:12]([C:15]([CH3:18])([CH3:17])[CH3:16])[C:13]=1[OH:14])[C:8](O)=[O:9])([CH3:4])([CH3:3])[CH3:2].O=S(Cl)[Cl:21]. No catalyst specified. The product is [C:1]([C:5]1[CH:6]=[C:7]([CH:11]=[C:12]([C:15]([CH3:18])([CH3:17])[CH3:16])[C:13]=1[OH:14])[C:8]([Cl:21])=[O:9])([CH3:4])([CH3:3])[CH3:2]. The yield is 0.930. (6) The reactants are [CH2:1]([O:8][C:9]1[CH:10]=[CH:11][C:12]2[O:16][C:15]([CH:17]([CH:19]3[CH2:24][CH2:23][CH2:22][CH2:21][CH2:20]3)O)=[C:14]([CH3:25])[C:13]=2[CH:26]=1)[C:2]1[CH:7]=[CH:6][CH:5]=[CH:4][CH:3]=1.S(Cl)([Cl:29])=O.C(=O)([O-])O.[Na+]. The catalyst is O1CCCC1. The product is [CH2:1]([O:8][C:9]1[CH:10]=[CH:11][C:12]2[O:16][C:15]([CH:17]([Cl:29])[CH:19]3[CH2:24][CH2:23][CH2:22][CH2:21][CH2:20]3)=[C:14]([CH3:25])[C:13]=2[CH:26]=1)[C:2]1[CH:7]=[CH:6][CH:5]=[CH:4][CH:3]=1. The yield is 0.960.